Dataset: Reaction yield outcomes from USPTO patents with 853,638 reactions. Task: Predict the reaction yield, written as a fraction of the theoretical maximum amount of product (1.0 means a 100% yield; for example, 0.34 means a 34% yield). (1) The reactants are [F:1][C:2]1([F:33])[CH2:4][C@@H:3]1[CH2:5][O:6][C:7]1[N:12]=[C:11]([N:13]2[CH2:18][CH2:17][CH:16]([C:19]3[C:27]4[C:22](=[N:23][CH:24]=[CH:25][CH:26]=4)[NH:21][N:20]=3)[CH2:15][CH2:14]2)[N:10]=[C:9](C(C#N)C#N)[N:8]=1.[F:34][C:35]([F:40])([F:39])[C@@H:36]([NH2:38])[CH3:37].C1C=C(Cl)C=C([C:48](OO)=[O:49])C=1. No catalyst specified. The product is [F:1][C:2]1([F:33])[CH2:4][C@@H:3]1[CH2:5][O:6][C:7]1[N:12]=[C:11]([N:13]2[CH2:18][CH2:17][CH:16]([C:19]3[C:27]4[C:22](=[N:23][CH:24]=[CH:25][CH:26]=4)[NH:21][N:20]=3)[CH2:15][CH2:14]2)[N:10]=[C:9]([C:48]([NH:38][C@@H:36]([CH3:37])[C:35]([F:40])([F:39])[F:34])=[O:49])[N:8]=1. The yield is 0.750. (2) The catalyst is O1CCOCC1.C(OCC)(=O)C.O.C1C=CC(/C=C/C(/C=C/C2C=CC=CC=2)=O)=CC=1.C1C=CC(/C=C/C(/C=C/C2C=CC=CC=2)=O)=CC=1.C1C=CC(/C=C/C(/C=C/C2C=CC=CC=2)=O)=CC=1.[Pd].[Pd]. The yield is 0.480. The reactants are Cl[C:2]1[C:3]([CH3:11])=[CH:4][C:5]2[N:6]([CH:8]=[CH:9][N:10]=2)[N:7]=1.[Cl:12][C:13]1[CH:14]=[C:15]([CH:18]=[CH:19][C:20]=1[Cl:21])[CH2:16][NH2:17].CC(C)([O-])C.[Na+].C1C=CC(P(C2C=CC3C(=CC=CC=3)C=2C2C3C(=CC=CC=3)C=CC=2P(C2C=CC=CC=2)C2C=CC=CC=2)C2C=CC=CC=2)=CC=1.Cl. The product is [Cl:12][C:13]1[CH:14]=[C:15]([CH:18]=[CH:19][C:20]=1[Cl:21])[CH2:16][NH:17][C:2]1[C:3]([CH3:11])=[CH:4][C:5]2[N:6]([CH:8]=[CH:9][N:10]=2)[N:7]=1.